This data is from Full USPTO retrosynthesis dataset with 1.9M reactions from patents (1976-2016). The task is: Predict the reactants needed to synthesize the given product. (1) Given the product [CH3:48][C:47]([CH3:50])([CH3:49])[C:46]([O:52][CH2:53][O:6][C:5](=[O:7])[C:4]1[CH:8]=[CH:9][CH:10]=[C:11]([CH2:12][CH:13]([NH:27][C:28](=[O:45])[CH2:29][CH2:30][C:31]2([CH3:44])[O:39][CH:38]3[C:33]([CH3:43])([CH:34]4[CH2:40][CH:36]([CH2:37]3)[C:35]4([CH3:42])[CH3:41])[O:32]2)[B:14]2[O:22][CH:21]3[C:16]([CH3:26])([CH:17]4[CH2:23][CH:19]([CH2:20]3)[C:18]4([CH3:25])[CH3:24])[O:15]2)[C:3]=1[O:2][CH3:1])=[O:51], predict the reactants needed to synthesize it. The reactants are: [CH3:1][O:2][C:3]1[C:11]([CH2:12][CH:13]([NH:27][C:28](=[O:45])[CH2:29][CH2:30][C:31]2([CH3:44])[O:39][CH:38]3[C:33]([CH3:43])([CH:34]4[CH2:40][CH:36]([CH2:37]3)[C:35]4([CH3:42])[CH3:41])[O:32]2)[B:14]2[O:22][CH:21]3[C:16]([CH3:26])([CH:17]4[CH2:23][CH:19]([CH2:20]3)[C:18]4([CH3:25])[CH3:24])[O:15]2)=[CH:10][CH:9]=[CH:8][C:4]=1[C:5]([OH:7])=[O:6].[C:46]([O:52][CH2:53]Cl)(=[O:51])[C:47]([CH3:50])([CH3:49])[CH3:48]. (2) Given the product [CH:2]([CH:31]1[CH2:36][CH2:35][CH:34]([C:37]([O:39][CH2:40][CH3:41])=[O:38])[CH2:33][CH2:32]1)=[O:3], predict the reactants needed to synthesize it. The reactants are: [Cl-].[CH3:2][O:3]C[P+](C1C=CC=CC=1)(C1C=CC=CC=1)C1C=CC=CC=1.CC([O-])(C)C.[K+].O=[C:31]1[CH2:36][CH2:35][CH:34]([C:37]([O:39][CH2:40][CH3:41])=[O:38])[CH2:33][CH2:32]1.Cl. (3) The reactants are: [O:1]=[C:2]1[CH2:5][CH:4]([C:6]([OH:8])=O)[CH2:3]1.[CH2:9]([NH2:16])[C:10]1[CH:15]=[CH:14][CH:13]=[CH:12][CH:11]=1.C(N(CC)CC)C.F[P-](F)(F)(F)(F)F.N1(O[P+](N(C)C)(N(C)C)N(C)C)C2C=CC=CC=2N=N1. Given the product [CH2:9]([NH:16][C:6]([CH:4]1[CH2:3][C:2](=[O:1])[CH2:5]1)=[O:8])[C:10]1[CH:15]=[CH:14][CH:13]=[CH:12][CH:11]=1, predict the reactants needed to synthesize it.